The task is: Predict the product of the given reaction.. This data is from Forward reaction prediction with 1.9M reactions from USPTO patents (1976-2016). (1) Given the reactants [C:1]([OH:6])(=[O:5])[CH:2]([CH3:4])[OH:3].[OH-].[Na+].[CH3:9][C@@H:10]1[O:15][C@@H:14]([O:16][C@H:17]2[C@H:22]([O:23][C:24]3[C:25]4[O:79][C:75]5=[C:76]([Cl:78])[CH:77]=[C:72]([CH:73]=[CH:74]5)[C@@H:71]([OH:80])[C@@H:70]5[NH:81][C:82](=[O:83])[C@@H:51]([C:52]6[CH:53]=[CH:54][C:55]([OH:87])=[C:56]([C:58]7[C:63]([OH:64])=[CH:62][C:61]([OH:65])=[CH:60][C:59]=7[C@@H:66]([C:84]([OH:86])=[O:85])[NH:67][C:68]5=[O:69])[CH:57]=6)[NH:50][C:48](=[O:49])[C@H:47]5[C:27](=[CH:28][C:29]=3[O:30][C:31]3[CH:32]=[CH:33][C:34]([C@@H:38]([OH:102])[C@@H:39]([NH:92][C:93]([C@H:95]([NH:100][CH3:101])[CH2:96][CH:97]([CH3:99])[CH3:98])=[O:94])[C:40]([NH:42][C@@H:43]([CH2:88][C:89]([NH2:91])=[O:90])[C:44]([NH:46]5)=[O:45])=[O:41])=[CH:35][C:36]=3[Cl:37])[CH:26]=4)[O:21][C@H:20]([CH2:103][OH:104])[C@@H:19]([OH:105])[C@@H:18]2[OH:106])[CH2:13][C@@:12]([NH2:108])([CH3:107])[C@@H:11]1[OH:109].Cl, predict the reaction product. The product is: [C:1]([OH:6])(=[O:5])[CH:2]([CH3:4])[OH:3].[CH3:9][C@@H:10]1[O:15][C@@H:14]([O:16][C@H:17]2[C@H:22]([O:23][C:24]3[C:25]4[O:79][C:75]5=[C:76]([Cl:78])[CH:77]=[C:72]([CH:73]=[CH:74]5)[C@@H:71]([OH:80])[C@@H:70]5[NH:81][C:82](=[O:83])[C@@H:51]([C:52]6[CH:53]=[CH:54][C:55]([OH:87])=[C:56]([C:58]7[C:63]([OH:64])=[CH:62][C:61]([OH:65])=[CH:60][C:59]=7[C@@H:66]([C:84]([OH:86])=[O:85])[NH:67][C:68]5=[O:69])[CH:57]=6)[NH:50][C:48](=[O:49])[C@H:47]5[C:27](=[CH:28][C:29]=3[O:30][C:31]3[CH:32]=[CH:33][C:34]([C@@H:38]([OH:102])[C@@H:39]([NH:92][C:93]([C@H:95]([NH:100][CH3:101])[CH2:96][CH:97]([CH3:98])[CH3:99])=[O:94])[C:40]([NH:42][C@@H:43]([CH2:88][C:89]([NH2:91])=[O:90])[C:44]([NH:46]5)=[O:45])=[O:41])=[CH:35][C:36]=3[Cl:37])[CH:26]=4)[O:21][C@H:20]([CH2:103][OH:104])[C@@H:19]([OH:105])[C@@H:18]2[OH:106])[CH2:13][C@@:12]([NH2:108])([CH3:107])[C@@H:11]1[OH:109]. (2) Given the reactants [CH3:1][NH:2][S:3]([C:6]1[C:7]2[CH:14]=[C:13]([F:15])[CH:12]=[CH:11][C:8]=2[S:9][CH:10]=1)(=[O:5])=[O:4].O1CC[CH2:19]OO1, predict the reaction product. The product is: [F:15][C:13]1[CH:12]=[CH:11][C:8]2=[C:7]3[C:14]=1[CH2:1][N:2]([CH3:19])[S:3](=[O:4])(=[O:5])[C:6]3=[CH:10][S:9]2. (3) Given the reactants [Cl:1][C:2]1[CH:3]=[C:4]([NH:9][C:10]([N:12]2[CH2:19][C@H:18]([OH:20])[CH2:17][C@H:13]2[C:14](O)=[O:15])=[O:11])[CH:5]=[C:6]([Cl:8])[CH:7]=1.Cl, predict the reaction product. The product is: [Cl:1][C:2]1[CH:3]=[C:4]([N:9]2[C:14](=[O:15])[C@@H:13]3[CH2:17][C@@H:18]([OH:20])[CH2:19][N:12]3[C:10]2=[O:11])[CH:5]=[C:6]([Cl:8])[CH:7]=1. (4) Given the reactants [Br:1][C:2]1[CH:10]=[CH:9][C:5]([C:6]([OH:8])=O)=[CH:4][CH:3]=1.[NH2:11][C:12]1[CH:17]=[C:16]([C:18]([F:21])([F:20])[F:19])[CH:15]=[CH:14][N:13]=1.O=P(Cl)(Cl)Cl.O, predict the reaction product. The product is: [Br:1][C:2]1[CH:3]=[CH:4][C:5]([C:6]([NH:11][C:12]2[CH:17]=[C:16]([C:18]([F:20])([F:19])[F:21])[CH:15]=[CH:14][N:13]=2)=[O:8])=[CH:9][CH:10]=1. (5) Given the reactants [F:1][C:2]1[CH:3]=[C:4]([CH:11]=[C:12]([F:14])[CH:13]=1)[O:5][CH2:6][C:7]([CH3:10])([OH:9])[CH3:8].C(N(CC)CC)C.[Si:22](OS(C(F)(F)F)(=O)=O)([CH2:27][CH3:28])([CH2:25][CH3:26])[CH2:23][CH3:24], predict the reaction product. The product is: [F:1][C:2]1[CH:3]=[C:4]([CH:11]=[C:12]([F:14])[CH:13]=1)[O:5][CH2:6][C:7]([CH3:10])([O:9][Si:22]([CH2:27][CH3:28])([CH2:25][CH3:26])[CH2:23][CH3:24])[CH3:8]. (6) Given the reactants C([O:3][C:4](=[O:23])[C:5]([O:15][C:16]1[CH:21]=[CH:20][CH:19]=[CH:18][C:17]=1[F:22])([CH3:14])[CH2:6][C:7]1[CH:12]=[CH:11][C:10]([OH:13])=[CH:9][CH:8]=1)C.[CH3:24][C:25]1[O:29][C:28]([C:30]2[CH:35]=[CH:34][C:33]([C:36]3[S:37][CH:38]=[CH:39][CH:40]=3)=[CH:32][CH:31]=2)=[N:27][C:26]=1[CH2:41][CH2:42]OS(C1C=CC(C)=CC=1)(=O)=O.C([O-])([O-])=O.[K+].[K+].[OH-].[Na+], predict the reaction product. The product is: [F:22][C:17]1[CH:18]=[CH:19][CH:20]=[CH:21][C:16]=1[O:15][C:5]([CH3:14])([CH2:6][C:7]1[CH:8]=[CH:9][C:10]([O:13][CH2:42][CH2:41][C:26]2[N:27]=[C:28]([C:30]3[CH:35]=[CH:34][C:33]([C:36]4[S:37][CH:38]=[CH:39][CH:40]=4)=[CH:32][CH:31]=3)[O:29][C:25]=2[CH3:24])=[CH:11][CH:12]=1)[C:4]([OH:3])=[O:23].